From a dataset of Catalyst prediction with 721,799 reactions and 888 catalyst types from USPTO. Predict which catalyst facilitates the given reaction. (1) Reactant: [N:1]12[CH2:8][CH2:7][CH:4]([CH2:5][CH2:6]1)[C@@H:3]([O:9][C:10]([C:12]1([C:19]3[CH:24]=[CH:23][CH:22]=[CH:21][CH:20]=3)[CH2:18][CH2:17][CH2:16][CH2:15][CH2:14][CH2:13]1)=[O:11])[CH2:2]2.[Br:25][CH2:26][C:27]([NH:29][C:30]1[CH:35]=[N:34][CH:33]=[C:32]([CH3:36])[N:31]=1)=[O:28]. Product: [Br-:25].[CH3:36][C:32]1[N:31]=[C:30]([NH:29][C:27]([CH2:26][N+:1]23[CH2:8][CH2:7][CH:4]([CH2:5][CH2:6]2)[C@@H:3]([O:9][C:10]([C:12]2([C:19]4[CH:20]=[CH:21][CH:22]=[CH:23][CH:24]=4)[CH2:18][CH2:17][CH2:16][CH2:15][CH2:14][CH2:13]2)=[O:11])[CH2:2]3)=[O:28])[CH:35]=[N:34][CH:33]=1. The catalyst class is: 10. (2) Reactant: [NH2:1][C:2]1[S:3][C:4]2[N:5]=[C:6]([NH:11][C:12]3[CH:13]=[C:14]([NH:19][C:20](=[O:32])[C:21]4[CH:26]=[CH:25][CH:24]=[C:23]([C:27]([C:30]#[N:31])([CH3:29])[CH3:28])[CH:22]=4)[CH:15]=[CH:16][C:17]=3[CH3:18])[N:7]=[CH:8][C:9]=2[N:10]=1.[C:33](Cl)(=[O:42])[CH:34]=[CH:35][C:36]1[CH:41]=[CH:40][CH:39]=[CH:38][CH:37]=1.C(=O)([O-])O.[Na+]. Product: [C:30]([C:27]([C:23]1[CH:22]=[C:21]([CH:26]=[CH:25][CH:24]=1)[C:20]([NH:19][C:14]1[CH:15]=[CH:16][C:17]([CH3:18])=[C:12]([NH:11][C:6]2[N:7]=[CH:8][C:9]3[N:10]=[C:2]([NH:1][C:33](=[O:42])/[CH:34]=[CH:35]/[C:36]4[CH:41]=[CH:40][CH:39]=[CH:38][CH:37]=4)[S:3][C:4]=3[N:5]=2)[CH:13]=1)=[O:32])([CH3:29])[CH3:28])#[N:31]. The catalyst class is: 17. (3) Reactant: [Cl:1][C:2]1[N:10]=[CH:9][C:8]([Cl:11])=[CH:7][C:3]=1[C:4]([OH:6])=O.C(N=C=NCCCN(C)C)C.Cl.[NH2:24][C:25]1([C:28]2[CH:37]=[CH:36][C:31]([C:32]([O:34][CH3:35])=[O:33])=[CH:30][CH:29]=2)[CH2:27][CH2:26]1.C(N(CC)CC)C.[NH4+].[Cl-]. Product: [Cl:1][C:2]1[N:10]=[CH:9][C:8]([Cl:11])=[CH:7][C:3]=1[C:4]([NH:24][C:25]1([C:28]2[CH:37]=[CH:36][C:31]([C:32]([O:34][CH3:35])=[O:33])=[CH:30][CH:29]=2)[CH2:27][CH2:26]1)=[O:6]. The catalyst class is: 9. (4) Reactant: Br[C:2]1[CH:3]=[N:4][CH:5]=[C:6]([F:8])[CH:7]=1.C([Mg]Cl)(C)C.[Cl:14][CH2:15][CH2:16][CH2:17][C:18](N(OC)C)=[O:19]. Product: [Cl:14][CH2:15][CH2:16][CH2:17][C:18]([C:2]1[CH:3]=[N:4][CH:5]=[C:6]([F:8])[CH:7]=1)=[O:19]. The catalyst class is: 1. (5) Reactant: [NH2:1][C:2]1[N:10]=[CH:9][CH:8]=[CH:7][C:3]=1[C:4]([OH:6])=O.ON1C2C=CC=CC=2N=N1.CCN=C=NCCCN(C)C.[CH2:32]([C:34]1[CH:35]=[C:36]([CH:46]=[CH:47][CH:48]=1)[O:37][C:38]1[CH:39]=[C:40]([CH:43]=[CH:44][CH:45]=1)[CH2:41][NH2:42])[CH3:33].C(=O)(O)[O-].[Na+]. Product: [CH2:32]([C:34]1[CH:35]=[C:36]([CH:46]=[CH:47][CH:48]=1)[O:37][C:38]1[CH:39]=[C:40]([CH2:41][NH:42][C:4](=[O:6])[C:3]2[CH:7]=[CH:8][CH:9]=[N:10][C:2]=2[NH2:1])[CH:43]=[CH:44][CH:45]=1)[CH3:33]. The catalyst class is: 3. (6) Reactant: Cl[CH2:2][CH2:3][O:4][CH2:5][CH3:6].[CH3:7][C:8]1[CH:9]=[C:10]([SH:15])[CH:11]=[C:12]([CH3:14])[CH:13]=1.C(=O)([O-])[O-].[K+].[K+].[I-].[K+]. Product: [CH2:5]([O:4][CH2:3][CH2:2][S:15][C:10]1[CH:11]=[C:12]([CH3:14])[CH:13]=[C:8]([CH3:7])[CH:9]=1)[CH3:6]. The catalyst class is: 9. (7) Product: [C:1]([O:5][C:6]([N:8]1[C:13]2[CH:14]=[C:15]([Cl:20])[C:16]([O:18][CH3:19])=[CH:17][C:12]=2[O:11][CH:10]([C:21]([N:63]2[CH2:64][CH2:65][C:60]([CH2:59][C:58]3[CH:57]=[CH:56][C:55]([F:54])=[CH:73][CH:72]=3)([CH2:66][N:67]3[CH:71]=[CH:70][N:69]=[CH:68]3)[CH2:61][CH2:62]2)=[O:22])[CH2:9]1)=[O:7])([CH3:4])([CH3:2])[CH3:3]. Reactant: [C:1]([O:5][C:6]([N:8]1[C:13]2[CH:14]=[C:15]([Cl:20])[C:16]([O:18][CH3:19])=[CH:17][C:12]=2[O:11][CH:10]([C:21](O)=[O:22])[CH2:9]1)=[O:7])([CH3:4])([CH3:3])[CH3:2].CCN=C=NCCCN(C)C.C1C=CC2N(O)N=NC=2C=1.CCN(C(C)C)C(C)C.[F:54][C:55]1[CH:73]=[CH:72][C:58]([CH2:59][C:60]2([CH2:66][N:67]3[CH:71]=[CH:70][N:69]=[CH:68]3)[CH2:65][CH2:64][NH:63][CH2:62][CH2:61]2)=[CH:57][CH:56]=1. The catalyst class is: 3.